This data is from Experimentally validated miRNA-target interactions with 360,000+ pairs, plus equal number of negative samples. The task is: Binary Classification. Given a miRNA mature sequence and a target amino acid sequence, predict their likelihood of interaction. The miRNA is mmu-miR-30b-3p with sequence CUGGGAUGUGGAUGUUUACGUC. The protein sequence of the target gene is MSEWESYYKTEGEEEEEEEESPDTGGEYKYSGRDSLIFLVDASRAMFESQGEDELTPFDMSIQCIQSVYTSKIISSDRDLLAVVFYGTEKDKNSVNFKNIYVLQDLDNPGAKRVLELDQFKGQQGKKHFRDTVGHGSDYSLSEVLWVCANLFSDVQLKMSHKRIMLFTNEDDPHGRDSAKASRARTKASDLRDTGIFLDLMHLKKPGGFDVSVFYRDIITTAEDEDLGVHFEESSKLEDLLRKVRAKETKKRVLSRLKFKLGEDVVLMVGIYNLVQKANKPFPVRLYRETNEPVKTKTRT.... Result: 0 (no interaction).